Dataset: Full USPTO retrosynthesis dataset with 1.9M reactions from patents (1976-2016). Task: Predict the reactants needed to synthesize the given product. (1) Given the product [Cl:13][C:3]1[C:2]([NH:1][S:21]([CH3:20])(=[O:23])=[O:22])=[CH:12][CH:11]=[CH:10][C:4]=1[C:5]([O:7][CH2:8][CH3:9])=[O:6], predict the reactants needed to synthesize it. The reactants are: [NH2:1][C:2]1[C:3]([Cl:13])=[C:4]([CH:10]=[CH:11][CH:12]=1)[C:5]([O:7][CH2:8][CH3:9])=[O:6].N1C=CC=CC=1.[CH3:20][S:21](Cl)(=[O:23])=[O:22]. (2) Given the product [C:1]([O:5][C:6](=[O:24])[NH:7][C:8]1([C:14]2[CH:19]=[CH:18][CH:17]=[C:16]([C:20]([CH3:23])([CH3:22])[CH3:21])[CH:15]=2)[CH2:13][CH2:12][N:11]([C:26]2[N:31]=[CH:30][CH:29]=[CH:28][N:27]=2)[CH2:10][CH2:9]1)([CH3:4])([CH3:3])[CH3:2], predict the reactants needed to synthesize it. The reactants are: [C:1]([O:5][C:6](=[O:24])[NH:7][C:8]1([C:14]2[CH:19]=[CH:18][CH:17]=[C:16]([C:20]([CH3:23])([CH3:22])[CH3:21])[CH:15]=2)[CH2:13][CH2:12][NH:11][CH2:10][CH2:9]1)([CH3:4])([CH3:3])[CH3:2].Cl[C:26]1[N:31]=[CH:30][CH:29]=[CH:28][N:27]=1.OP([O-])([O-])=O.[K+].[K+].CS(C)=O. (3) Given the product [CH:14]([N:13]([C@H:11]1[CH2:10][C@H:9]([C:7]2[S:8][C:4]3[CH:3]=[C:2]([C:28]4[C:23]([O:22][CH3:21])=[N:24][CH:25]=[CH:26][CH:27]=4)[CH:20]=[CH:19][C:5]=3[N:6]=2)[CH2:12]1)[CH3:17])([CH3:18])[CH3:15], predict the reactants needed to synthesize it. The reactants are: Br[C:2]1[CH:20]=[CH:19][C:5]2[N:6]=[C:7]([C@H:9]3[CH2:12][C@H:11]([N:13]4[CH2:17]C[CH2:15][C@H:14]4[CH3:18])[CH2:10]3)[S:8][C:4]=2[CH:3]=1.[CH3:21][O:22][C:23]1[C:28](B(O)O)=[CH:27][CH:26]=[CH:25][N:24]=1.N1C=C(B(O)O)C=NC=1. (4) Given the product [F:1][C:2]1[C:3]([NH:10][CH2:11][C:12]2[CH:17]=[C:16]([CH3:18])[CH:15]=[C:14]([C:19]3[CH:24]=[CH:23][CH:22]=[C:21]([F:25])[CH:20]=3)[C:13]=2[F:26])=[C:4]([F:9])[CH:5]=[CH:6][C:7]=1[OH:8], predict the reactants needed to synthesize it. The reactants are: [F:1][C:2]1[C:7]([OH:8])=[CH:6][CH:5]=[C:4]([F:9])[C:3]=1[NH:10][C:11](=O)[C:12]1[CH:17]=[C:16]([CH3:18])[CH:15]=[C:14]([C:19]2[CH:24]=[CH:23][CH:22]=[C:21]([F:25])[CH:20]=2)[C:13]=1[F:26].B.O. (5) Given the product [NH2:21][C:14]1[N:13]=[C:12]([NH:11][CH2:10][CH2:9][NH:8][C:5]2[N:4]=[C:3]([C:22]3[CH:27]=[CH:26][C:25]([Cl:28])=[CH:24][C:23]=3[Cl:29])[C:2]([N:1]3[C:37](=[O:38])[CH2:36][N:31]([CH3:30])[CH2:32][C:33]3=[O:34])=[CH:7][N:6]=2)[CH:17]=[CH:16][C:15]=1[N+:18]([O-:20])=[O:19], predict the reactants needed to synthesize it. The reactants are: [NH2:1][C:2]1[C:3]([C:22]2[CH:27]=[CH:26][C:25]([Cl:28])=[CH:24][C:23]=2[Cl:29])=[N:4][C:5]([NH:8][CH2:9][CH2:10][NH:11][C:12]2[CH:17]=[CH:16][C:15]([N+:18]([O-:20])=[O:19])=[C:14]([NH2:21])[N:13]=2)=[N:6][CH:7]=1.[CH3:30][N:31]([CH2:36][C:37](O)=[O:38])[CH2:32][C:33](O)=[O:34].CN(C(ON1N=NC2C=CC=CC1=2)=[N+](C)C)C.F[P-](F)(F)(F)(F)F.C(N(CC)C(C)C)(C)C. (6) Given the product [CH3:28][O:27][C:24]1[N:23]=[CH:22][C:21]([C:18]2[CH:19]=[C:20]3[C:15](=[CH:16][CH:17]=2)[N:14]=[CH:13][N:12]=[C:11]3[C:9]2[CH:8]=[N:7][CH:6]=[C:5]([CH:10]=2)[C:4]([OH:29])=[O:3])=[CH:26][CH:25]=1, predict the reactants needed to synthesize it. The reactants are: C([O:3][C:4](=[O:29])[C:5]1[CH:10]=[C:9]([C:11]2[C:20]3[C:15](=[CH:16][CH:17]=[C:18]([C:21]4[CH:22]=[N:23][C:24]([O:27][CH3:28])=[CH:25][CH:26]=4)[CH:19]=3)[N:14]=[CH:13][N:12]=2)[CH:8]=[N:7][CH:6]=1)C.O[Li].O. (7) Given the product [O:39]1[CH2:44][CH2:43][CH2:42][CH2:41][CH:40]1[O:45][CH:46]1[CH2:47][CH:48]([CH2:50][O:51][C:21]([C@@:19]23[CH2:18][N:17]([S:24]([C:27]4[CH:28]=[N:29][C:30]([N:33]5[CH2:38][CH2:37][O:36][CH2:35][CH2:34]5)=[CH:31][CH:32]=4)(=[O:26])=[O:25])[CH2:16][CH2:15][C:14]2=[CH:13][C:12]2[N:8]([C:5]4[CH:6]=[CH:7][C:2]([F:1])=[CH:3][CH:4]=4)[N:9]=[CH:10][C:11]=2[CH2:20]3)=[O:22])[CH2:49]1, predict the reactants needed to synthesize it. The reactants are: [F:1][C:2]1[CH:7]=[CH:6][C:5]([N:8]2[C:12]3[CH:13]=[C:14]4[C@:19]([C:21](Cl)=[O:22])([CH2:20][C:11]=3[CH:10]=[N:9]2)[CH2:18][N:17]([S:24]([C:27]2[CH:28]=[N:29][C:30]([N:33]3[CH2:38][CH2:37][O:36][CH2:35][CH2:34]3)=[CH:31][CH:32]=2)(=[O:26])=[O:25])[CH2:16][CH2:15]4)=[CH:4][CH:3]=1.[O:39]1[CH2:44][CH2:43][CH2:42][CH2:41][CH:40]1[O:45][CH:46]1[CH2:49][CH:48]([CH2:50][OH:51])[CH2:47]1.